Regression. Given two drug SMILES strings and cell line genomic features, predict the synergy score measuring deviation from expected non-interaction effect. From a dataset of NCI-60 drug combinations with 297,098 pairs across 59 cell lines. Drug 1: C(=O)(N)NO. Drug 2: CCN(CC)CCCC(C)NC1=C2C=C(C=CC2=NC3=C1C=CC(=C3)Cl)OC. Cell line: CCRF-CEM. Synergy scores: CSS=39.3, Synergy_ZIP=-1.28, Synergy_Bliss=-0.0649, Synergy_Loewe=-16.5, Synergy_HSA=1.15.